Dataset: Full USPTO retrosynthesis dataset with 1.9M reactions from patents (1976-2016). Task: Predict the reactants needed to synthesize the given product. Given the product [CH3:11][O:12][C:13]1[CH:14]=[C:15]([C:2]2[CH:3]=[C:4]3[NH:10][N:9]=[CH:8][C:5]3=[N:6][CH:7]=2)[CH:16]=[C:17]([O:19][CH3:20])[CH:18]=1, predict the reactants needed to synthesize it. The reactants are: Br[C:2]1[CH:3]=[C:4]2[NH:10][N:9]=[CH:8][C:5]2=[N:6][CH:7]=1.[CH3:11][O:12][C:13]1[CH:14]=[C:15](B(O)O)[CH:16]=[C:17]([O:19][CH3:20])[CH:18]=1.ClCCl.P([O-])([O-])([O-])=O.[K+].[K+].[K+].